This data is from Full USPTO retrosynthesis dataset with 1.9M reactions from patents (1976-2016). The task is: Predict the reactants needed to synthesize the given product. (1) Given the product [Cl:3][C:4]1[CH:5]=[CH:6][C:7]2[N:8]([C:10]([CH2:16][OH:17])=[C:11]([CH:13]3[CH2:14][CH2:15]3)[N:12]=2)[N:9]=1, predict the reactants needed to synthesize it. The reactants are: [BH4-].[Na+].[Cl:3][C:4]1[CH:5]=[CH:6][C:7]2[N:8]([C:10]([CH:16]=[O:17])=[C:11]([CH:13]3[CH2:15][CH2:14]3)[N:12]=2)[N:9]=1. (2) Given the product [F:1][C:2]([F:17])([F:16])[C:3]1[CH:4]=[C:5]([C:37]2[C:36]([S:35][C:34]3[N:25]([CH2:24][CH2:23][CH2:22][NH:21][CH:19]([CH3:20])[CH3:18])[C:26]4[C:27]([N:33]=3)=[C:28]([NH2:32])[N:29]=[CH:30][N:31]=4)=[CH:41][C:40]3[O:42][CH2:43][O:44][C:39]=3[CH:38]=2)[CH:6]=[C:7]([C:9]([F:12])([F:11])[F:10])[CH:8]=1, predict the reactants needed to synthesize it. The reactants are: [F:1][C:2]([F:17])([F:16])[C:3]1[CH:4]=[C:5](B(O)O)[CH:6]=[C:7]([C:9]([F:12])([F:11])[F:10])[CH:8]=1.[CH3:18][CH:19]([NH:21][CH2:22][CH2:23][CH2:24][N:25]1[C:34]([S:35][C:36]2[CH:41]=[C:40]3[O:42][CH2:43][O:44][C:39]3=[CH:38][C:37]=2I)=[N:33][C:27]2[C:28]([NH2:32])=[N:29][CH:30]=[N:31][C:26]1=2)[CH3:20].C([O-])(O)=O.[Na+].CN(C=O)C. (3) Given the product [C:71]([O:42][C:40]([N:17]1[CH2:18][CH2:19][C:20]2[C:28]3[CH:27]=[CH:26][C:25]([N:56]4[CH:57]=[CH:58][C:53]([O:52][CH2:51][C:48]5[CH:47]=[CH:46][C:45]([F:44])=[CH:50][N:49]=5)=[CH:54][C:55]4=[O:59])=[CH:24][C:23]=3[N:22]([S:29]([C:32]3[CH:33]=[CH:34][C:35]([CH3:36])=[CH:37][CH:38]=3)(=[O:30])=[O:31])[C:21]=2[CH2:39][CH2:16]1)=[O:41])([CH3:76])([CH3:72])[CH3:70], predict the reactants needed to synthesize it. The reactants are: FC1C=CC(COC2C(=O)N([CH:16]3[CH2:39][C:21]4[N:22]([S:29]([C:32]5[CH:38]=[CH:37][C:35]([CH3:36])=[CH:34][CH:33]=5)(=[O:31])=[O:30])[C:23]5[CH:24]=[CH:25][CH:26]=[CH:27][C:28]=5[C:20]=4[CH2:19][CH2:18][N:17]3[C:40]([O-:42])=[O:41])C=CC=2)=NC=1.[F:44][C:45]1[CH:46]=[CH:47][C:48]([CH2:51][O:52][C:53]2[CH:58]=[CH:57][NH:56][C:55](=[O:59])[CH:54]=2)=[N:49][CH:50]=1.C([O-])([O-])=O.[Cs+].[Cs+].OC1C=C[CH:70]=[C:71]2[C:76]=1N=CC=[CH:72]2. (4) Given the product [F:42][C:34]1[CH:33]=[C:32]([C:27]2[C:26]([CH:24]3[CH2:23][N:22]([C:55]4[CH:64]=[CH:63][C:62]5[C:57](=[CH:58][C:59]([F:65])=[CH:60][CH:61]=5)[N:56]=4)[CH2:25]3)=[N:31][CH:30]=[CH:29][N:28]=2)[CH:41]=[CH:40][C:35]=1[C:36]([NH:38][CH3:39])=[O:37], predict the reactants needed to synthesize it. The reactants are: FC(F)(F)C(O)=O.FC(F)(F)C(O)=O.FC(F)(F)C(O)=O.[NH:22]1[CH2:25][CH:24]([C:26]2[C:27]([C:32]3[CH:41]=[CH:40][C:35]([C:36]([NH:38][CH3:39])=[O:37])=[C:34]([F:42])[CH:33]=3)=[N:28][CH:29]=[CH:30][N:31]=2)[CH2:23]1.C(=O)([O-])[O-].[K+].[K+].FC(F)(F)S(O[C:55]1[CH:64]=[CH:63][C:62]2[C:57](=[CH:58][C:59]([F:65])=[CH:60][CH:61]=2)[N:56]=1)(=O)=O.N1CCC1. (5) Given the product [NH2:11][C:10]1[C:5]([C:3]([OH:2])=[O:4])=[N:6][C:7]([CH:17]2[CH2:19][CH2:18]2)=[C:8]([C:12]([F:15])([F:14])[F:13])[CH:9]=1, predict the reactants needed to synthesize it. The reactants are: C[O:2][C:3]([C:5]1[C:10]([NH2:11])=[CH:9][C:8]([C:12]([F:15])([F:14])[F:13])=[C:7](Br)[N:6]=1)=[O:4].[CH:17]1(B(O)O)[CH2:19][CH2:18]1. (6) Given the product [C:30]1([N:29]([C:26]2[CH:27]=[CH:28][C:23]([C:19]([CH3:22])([CH3:20])[CH3:21])=[CH:24][CH:25]=2)[C:2]2[CH:15]=[CH:14][C:13]3[C:12]4[C:7](=[CH:8][C:9]([N:58]([C:53]5[CH:52]=[CH:54][CH:18]=[CH:5][CH:6]=5)[C:57]5[CH:14]=[CH:15][C:2]([C:47]([CH3:48])([CH3:49])[CH3:50])=[CH:3][CH:4]=5)=[CH:10][CH:11]=4)[C:6]([CH3:17])=[C:5]([CH3:18])[C:4]=3[CH:3]=2)[CH:35]=[CH:34][CH:33]=[CH:32][CH:31]=1, predict the reactants needed to synthesize it. The reactants are: Br[C:2]1[CH:15]=[CH:14][C:13]2[C:12]3[C:7](=[CH:8][C:9](Br)=[CH:10][CH:11]=3)[C:6]([CH3:17])=[C:5]([CH3:18])[C:4]=2[CH:3]=1.[C:19]([C:23]1[CH:28]=[CH:27][C:26]([NH:29][C:30]2[CH:35]=[CH:34][CH:33]=[CH:32][CH:31]=2)=[CH:25][CH:24]=1)([CH3:22])([CH3:21])[CH3:20].N#N.P([C:47]([CH3:50])([CH3:49])[CH3:48])([C:47]([CH3:50])([CH3:49])[CH3:48])[C:47]([CH3:50])([CH3:49])[CH3:48].C[C:52]([O-])([CH3:54])[CH3:53].[Na+].[C-:57]#[N:58].[Na+]. (7) Given the product [N:1]([C:2]1[CH:11]=[C:10]2[C:5]([CH:6]=[CH:7][N:8]=[CH:9]2)=[CH:4][CH:3]=1)=[N+:17]=[N-:18], predict the reactants needed to synthesize it. The reactants are: [NH2:1][C:2]1[CH:11]=[C:10]2[C:5]([CH:6]=[CH:7][N:8]=[CH:9]2)=[CH:4][CH:3]=1.N([O-])=O.[Na+].O.[N-:17]=[N+:18]=[N-].[Na+].